This data is from CYP2C9 inhibition data for predicting drug metabolism from PubChem BioAssay. The task is: Regression/Classification. Given a drug SMILES string, predict its absorption, distribution, metabolism, or excretion properties. Task type varies by dataset: regression for continuous measurements (e.g., permeability, clearance, half-life) or binary classification for categorical outcomes (e.g., BBB penetration, CYP inhibition). Dataset: cyp2c9_veith. The result is 0 (non-inhibitor). The compound is Cn1c(=O)c2c(nc(N3CCN(c4ccccn4)CC3)n2Cc2ccc(Cl)cc2Cl)n(C)c1=O.